Dataset: Peptide-MHC class II binding affinity with 134,281 pairs from IEDB. Task: Regression. Given a peptide amino acid sequence and an MHC pseudo amino acid sequence, predict their binding affinity value. This is MHC class II binding data. The peptide sequence is KYYLRLWAPELAKSQ. The MHC is DRB3_0101 with pseudo-sequence DRB3_0101. The binding affinity (normalized) is 0.365.